This data is from Reaction yield outcomes from USPTO patents with 853,638 reactions. The task is: Predict the reaction yield, written as a fraction of the theoretical maximum amount of product (1.0 means a 100% yield; for example, 0.34 means a 34% yield). The reactants are [NH:1]1[CH:5]=[C:4]([C:6]([O:8][CH2:9][CH3:10])=[O:7])[CH:3]=[N:2]1.[H-].[Na+].Br[CH2:14][C:15]#[N:16]. The catalyst is CN(C)C=O. The product is [C:15]([CH2:14][N:1]1[CH:5]=[C:4]([C:6]([O:8][CH2:9][CH3:10])=[O:7])[CH:3]=[N:2]1)#[N:16]. The yield is 0.900.